From a dataset of Retrosynthesis with 50K atom-mapped reactions and 10 reaction types from USPTO. Predict the reactants needed to synthesize the given product. (1) Given the product O=CN1CCN(c2nc(N3CCOCC3)c3ncnc(S)c3n2)CC1, predict the reactants needed to synthesize it. The reactants are: O=CN1CCNCC1.Sc1ncnc2c(N3CCOCC3)nc(Cl)nc12. (2) The reactants are: CNCCO.Clc1ncccn1. Given the product CN(CCO)c1ncccn1, predict the reactants needed to synthesize it. (3) Given the product N#Cc1nc(Nc2ccc(C(F)(F)F)cc2)n2ncc(-c3ncccc3C(F)(F)F)cc12, predict the reactants needed to synthesize it. The reactants are: FC(F)(F)c1ccc(Nc2nc(Br)c3cc(-c4ncccc4C(F)(F)F)cnn23)cc1.[C-]#N. (4) Given the product CCS(=O)(=O)c1cc(-c2ccccc2)cnc1C(=O)N(C)c1ccc(SC(F)(F)F)cc1, predict the reactants needed to synthesize it. The reactants are: CCS(=O)(=O)c1cc(Cl)cnc1C(=O)N(C)c1ccc(SC(F)(F)F)cc1.OB(O)c1ccccc1. (5) Given the product CC(C)(C)OC(=O)N1CCC(c2ccc(OCCCOc3ccc(F)cc3)cc2)C(O)C1, predict the reactants needed to synthesize it. The reactants are: CC(C)(C)OC(=O)N1CCC(c2ccc(O)cc2)C(O)C1.Fc1ccc(OCCCBr)cc1. (6) Given the product CCc1ccc(Nc2c(-c3nnc(NC[C@@H](O)CO)o3)ccc(F)c2F)c(F)c1, predict the reactants needed to synthesize it. The reactants are: C#Cc1ccc(Nc2c(-c3nnc(NC[C@@H](O)CO)o3)ccc(F)c2F)c(F)c1. (7) Given the product O=c1cc(OCc2ccccc2)ccn1CCc1ccc2c(c1)CCNCC2, predict the reactants needed to synthesize it. The reactants are: O=C(N1CCc2ccc(CCn3ccc(OCc4ccccc4)cc3=O)cc2CC1)C(F)(F)F. (8) The reactants are: CCOC(=O)N1CC(C(=O)O)Oc2ccc(C#N)cc21.COC(=O)Oc1cc(N)c(Br)cc1C1CCCC1. Given the product CCOC(=O)N1CC(C(=O)Nc2cc(OC(=O)OC)c(C3CCCC3)cc2Br)Oc2ccc(C#N)cc21, predict the reactants needed to synthesize it.